This data is from NCI-60 drug combinations with 297,098 pairs across 59 cell lines. The task is: Regression. Given two drug SMILES strings and cell line genomic features, predict the synergy score measuring deviation from expected non-interaction effect. (1) Cell line: K-562. Synergy scores: CSS=20.1, Synergy_ZIP=2.53, Synergy_Bliss=2.69, Synergy_Loewe=-38.2, Synergy_HSA=-1.68. Drug 2: C1=CC=C(C(=C1)C(C2=CC=C(C=C2)Cl)C(Cl)Cl)Cl. Drug 1: C1=CC=C(C=C1)NC(=O)CCCCCCC(=O)NO. (2) Drug 1: C1CN1P(=S)(N2CC2)N3CC3. Drug 2: C(CC(=O)O)C(=O)CN.Cl. Cell line: BT-549. Synergy scores: CSS=9.76, Synergy_ZIP=-5.02, Synergy_Bliss=-2.62, Synergy_Loewe=-1.98, Synergy_HSA=-1.55. (3) Drug 1: CN(C)N=NC1=C(NC=N1)C(=O)N. Drug 2: C1=CC=C(C(=C1)C(C2=CC=C(C=C2)Cl)C(Cl)Cl)Cl. Cell line: NCI-H460. Synergy scores: CSS=10.6, Synergy_ZIP=-4.98, Synergy_Bliss=1.03, Synergy_Loewe=-6.33, Synergy_HSA=0.280. (4) Drug 1: CNC(=O)C1=NC=CC(=C1)OC2=CC=C(C=C2)NC(=O)NC3=CC(=C(C=C3)Cl)C(F)(F)F. Drug 2: C#CCC(CC1=CN=C2C(=N1)C(=NC(=N2)N)N)C3=CC=C(C=C3)C(=O)NC(CCC(=O)O)C(=O)O. Cell line: HCC-2998. Synergy scores: CSS=-5.36, Synergy_ZIP=7.27, Synergy_Bliss=7.95, Synergy_Loewe=-12.9, Synergy_HSA=-7.53. (5) Drug 1: C1=NC2=C(N1)C(=S)N=CN2. Drug 2: C1=NC2=C(N=C(N=C2N1C3C(C(C(O3)CO)O)F)Cl)N. Cell line: NCI-H226. Synergy scores: CSS=2.21, Synergy_ZIP=-1.52, Synergy_Bliss=-1.23, Synergy_Loewe=-0.983, Synergy_HSA=-0.854. (6) Drug 1: CC1=C(C(CCC1)(C)C)C=CC(=CC=CC(=CC(=O)O)C)C. Drug 2: CCN(CC)CCCC(C)NC1=C2C=C(C=CC2=NC3=C1C=CC(=C3)Cl)OC. Cell line: MOLT-4. Synergy scores: CSS=30.4, Synergy_ZIP=0.0918, Synergy_Bliss=-0.0971, Synergy_Loewe=-30.5, Synergy_HSA=-0.471. (7) Drug 1: C1=CN(C(=O)N=C1N)C2C(C(C(O2)CO)O)O.Cl. Drug 2: C#CCC(CC1=CN=C2C(=N1)C(=NC(=N2)N)N)C3=CC=C(C=C3)C(=O)NC(CCC(=O)O)C(=O)O. Synergy scores: CSS=62.9, Synergy_ZIP=-3.43, Synergy_Bliss=-7.03, Synergy_Loewe=-3.79, Synergy_HSA=-2.27. Cell line: LOX IMVI. (8) Drug 1: C1CC(=O)NC(=O)C1N2CC3=C(C2=O)C=CC=C3N. Drug 2: CC1=C(C(=CC=C1)Cl)NC(=O)C2=CN=C(S2)NC3=CC(=NC(=N3)C)N4CCN(CC4)CCO. Cell line: SF-295. Synergy scores: CSS=10.1, Synergy_ZIP=-5.01, Synergy_Bliss=-3.86, Synergy_Loewe=-3.31, Synergy_HSA=-0.0948. (9) Drug 1: CC1C(C(=O)NC(C(=O)N2CCCC2C(=O)N(CC(=O)N(C(C(=O)O1)C(C)C)C)C)C(C)C)NC(=O)C3=C4C(=C(C=C3)C)OC5=C(C(=O)C(=C(C5=N4)C(=O)NC6C(OC(=O)C(N(C(=O)CN(C(=O)C7CCCN7C(=O)C(NC6=O)C(C)C)C)C)C(C)C)C)N)C. Drug 2: C1=NC2=C(N=C(N=C2N1C3C(C(C(O3)CO)O)F)Cl)N. Cell line: HOP-62. Synergy scores: CSS=24.8, Synergy_ZIP=1.03, Synergy_Bliss=1.45, Synergy_Loewe=-10.2, Synergy_HSA=5.74. (10) Drug 1: CCC1=C2CN3C(=CC4=C(C3=O)COC(=O)C4(CC)O)C2=NC5=C1C=C(C=C5)O. Drug 2: CC1=C(N=C(N=C1N)C(CC(=O)N)NCC(C(=O)N)N)C(=O)NC(C(C2=CN=CN2)OC3C(C(C(C(O3)CO)O)O)OC4C(C(C(C(O4)CO)O)OC(=O)N)O)C(=O)NC(C)C(C(C)C(=O)NC(C(C)O)C(=O)NCCC5=NC(=CS5)C6=NC(=CS6)C(=O)NCCC[S+](C)C)O. Cell line: A549. Synergy scores: CSS=28.8, Synergy_ZIP=-11.0, Synergy_Bliss=-3.60, Synergy_Loewe=-21.3, Synergy_HSA=0.0610.